This data is from Ames mutagenicity test results for genotoxicity prediction. The task is: Regression/Classification. Given a drug SMILES string, predict its toxicity properties. Task type varies by dataset: regression for continuous values (e.g., LD50, hERG inhibition percentage) or binary classification for toxic/non-toxic outcomes (e.g., AMES mutagenicity, cardiotoxicity, hepatotoxicity). Dataset: ames. (1) The drug is C=C(C)C1CCC(=C)C2C3=C(CC(C)(O)C3=O)C(=O)C(C)=CC12. The result is 0 (non-mutagenic). (2) The molecule is Oc1cccc2c3cc4ccccc4cc3c3ccccc3c12. The result is 1 (mutagenic).